Predict the product of the given reaction. From a dataset of Forward reaction prediction with 1.9M reactions from USPTO patents (1976-2016). Given the reactants [C:1]([Si:5](Cl)([CH3:7])[CH3:6])([CH3:4])([CH3:3])[CH3:2].[I:9][CH2:10][CH:11]([C:13]1[CH:14]=[C:15]([NH:19][S:20]([C:23]2[CH:28]=[CH:27][CH:26]=[CH:25][CH:24]=2)(=[O:22])=[O:21])[CH:16]=[CH:17][CH:18]=1)[OH:12].N1C=CN=C1.CO, predict the reaction product. The product is: [C:1]([Si:5]([CH3:7])([CH3:6])[O:12][CH:11]([C:13]1[CH:14]=[C:15]([NH:19][S:20]([C:23]2[CH:24]=[CH:25][CH:26]=[CH:27][CH:28]=2)(=[O:22])=[O:21])[CH:16]=[CH:17][CH:18]=1)[CH2:10][I:9])([CH3:4])([CH3:3])[CH3:2].